From a dataset of TCR-epitope binding with 47,182 pairs between 192 epitopes and 23,139 TCRs. Binary Classification. Given a T-cell receptor sequence (or CDR3 region) and an epitope sequence, predict whether binding occurs between them. (1) The TCR CDR3 sequence is CASILRGLDNEQFF. Result: 1 (the TCR binds to the epitope). The epitope is FVDGVPFVV. (2) The epitope is KPLEFGATSAAL. The TCR CDR3 sequence is CASSLVAGTYNEQFF. Result: 1 (the TCR binds to the epitope). (3) The epitope is YFPLQSYGF. The TCR CDR3 sequence is CASSQVLTNEQFF. Result: 1 (the TCR binds to the epitope). (4) The epitope is HTTDPSFLGRY. The TCR CDR3 sequence is CASSQGVAGVPYNEQFF. Result: 1 (the TCR binds to the epitope). (5) The epitope is QARQMVQAMRTIGTHP. The TCR CDR3 sequence is CASTWGNQPQHF. Result: 1 (the TCR binds to the epitope). (6) The TCR CDR3 sequence is CASSQEGTGVNQPQHF. The epitope is NQKLIANQF. Result: 0 (the TCR does not bind to the epitope).